This data is from Catalyst prediction with 721,799 reactions and 888 catalyst types from USPTO. The task is: Predict which catalyst facilitates the given reaction. (1) Reactant: [CH3:1][O:2][C:3]1[CH:17]=[C:16]([CH:18]([CH3:40])[C:19](=[O:39])[NH:20][CH2:21][C:22]2[C:23]([C:32]3[CH:33]=[C:34]([CH3:38])[CH:35]=[CH:36][CH:37]=3)=[N:24][C:25]([C:28]([F:31])([F:30])[F:29])=[CH:26][CH:27]=2)[CH:15]=[CH:14][C:4]=1[CH2:5][NH:6]C(=O)OC(C)(C)C.FC(F)(F)C(O)=O.C([O-])(O)=O.[Na+]. Product: [NH2:6][CH2:5][C:4]1[CH:14]=[CH:15][C:16]([CH:18]([CH3:40])[C:19]([NH:20][CH2:21][C:22]2[C:23]([C:32]3[CH:33]=[C:34]([CH3:38])[CH:35]=[CH:36][CH:37]=3)=[N:24][C:25]([C:28]([F:29])([F:30])[F:31])=[CH:26][CH:27]=2)=[O:39])=[CH:17][C:3]=1[O:2][CH3:1]. The catalyst class is: 4. (2) Reactant: [OH:1][C@@H:2]1[C@@H:7]([NH:8][C:9]([C:11]2[CH:20]=[C:19]([CH2:21][C:22]3[CH:23]=[N:24][C:25]([O:28][CH3:29])=[CH:26][CH:27]=3)[C:18]3[C:13](=[CH:14][CH:15]=[CH:16][CH:17]=3)[N:12]=2)=[O:10])[CH2:6][CH2:5][O:4][CH2:3]1.C[Si](I)(C)C. Product: [OH:1][C@@H:2]1[C@@H:7]([NH:8][C:9]([C:11]2[CH:20]=[C:19]([CH2:21][C:22]3[CH:23]=[N:24][C:25]([O:28][CH3:29])=[CH:26][CH:27]=3)[C:18]3[C:13](=[CH:14][CH:15]=[CH:16][CH:17]=3)[N:12]=2)=[O:10])[CH2:6][CH2:5][O:4][CH2:3]1.[OH:28][C:25]1[N:24]=[CH:23][C:22]([CH2:21][C:19]2[C:18]3[C:13](=[CH:14][CH:15]=[CH:16][CH:17]=3)[N:12]=[C:11]([C:9]([NH:8][C@H:7]3[CH2:6][CH2:5][O:4][CH2:3][C@@H:2]3[OH:1])=[O:10])[CH:20]=2)=[CH:27][CH:26]=1. The catalyst class is: 2. (3) Reactant: Cl[C:2]1[C:12]([C:13]#[N:14])=[CH:11][C:5]([C:6]([O:8][CH2:9][CH3:10])=[O:7])=[C:4]([CH3:15])[N+:3]=1[O-:16].[CH2:17]([S:24]([NH:27][C:28]([CH:30]1[CH2:35][CH2:34][NH:33][CH2:32][CH2:31]1)=[O:29])(=[O:26])=[O:25])[C:18]1[CH:23]=[CH:22][CH:21]=[CH:20][CH:19]=1.CCN(C(C)C)C(C)C. Product: [CH2:17]([S:24]([NH:27][C:28]([CH:30]1[CH2:35][CH2:34][N:33]([C:2]2[C:12]([C:13]#[N:14])=[CH:11][C:5]([C:6]([O:8][CH2:9][CH3:10])=[O:7])=[C:4]([CH3:15])[N+:3]=2[O-:16])[CH2:32][CH2:31]1)=[O:29])(=[O:25])=[O:26])[C:18]1[CH:19]=[CH:20][CH:21]=[CH:22][CH:23]=1. The catalyst class is: 14. (4) Reactant: [CH2:1]([O:3][CH2:4][CH2:5][CH2:6][CH2:7][C@H:8]([C@@H:15]1[CH2:20][CH2:19][CH2:18][N:17]([C:21]([NH:23][C@@H:24]([CH2:35][CH:36]2[CH2:41][CH2:40][CH2:39][CH2:38][CH2:37]2)[CH2:25][N:26](C)[C:27](=O)OC(C)(C)C)=[O:22])[CH2:16]1)[C:9]1[CH:14]=[CH:13][CH:12]=[CH:11][CH:10]=1)[CH3:2]. Product: [CH:36]1([CH2:35][C@H:24]([NH:23][C:21]([N:17]2[CH2:18][CH2:19][CH2:20][C@@H:15]([C@H:8]([C:9]3[CH:10]=[CH:11][CH:12]=[CH:13][CH:14]=3)[CH2:7][CH2:6][CH2:5][CH2:4][O:3][CH2:1][CH3:2])[CH2:16]2)=[O:22])[CH2:25][NH:26][CH3:27])[CH2:41][CH2:40][CH2:39][CH2:38][CH2:37]1. The catalyst class is: 89. (5) Reactant: [Br:1][CH2:2][C:3]([C:5]1[CH:10]=[CH:9][CH:8]=[CH:7][CH:6]=1)=[O:4].[C:11]1([CH:17]([N:29]2[CH2:34][CH2:33][CH2:32][CH2:31][CH2:30]2)[C:18]([O:20][C@@H:21]2[CH:26]3[CH2:27][CH2:28][N:23]([CH2:24][CH2:25]3)[CH2:22]2)=[O:19])[CH:16]=[CH:15][CH:14]=[CH:13][CH:12]=1. Product: [Br-:1].[O:4]=[C:3]([C:5]1[CH:10]=[CH:9][CH:8]=[CH:7][CH:6]=1)[CH2:2][N+:23]12[CH2:24][CH2:25][CH:26]([CH2:27][CH2:28]1)[C@@H:21]([O:20][C:18](=[O:19])[CH:17]([C:11]1[CH:12]=[CH:13][CH:14]=[CH:15][CH:16]=1)[N:29]1[CH2:30][CH2:31][CH2:32][CH2:33][CH2:34]1)[CH2:22]2. The catalyst class is: 25.